Dataset: Tyrosyl-DNA phosphodiesterase HTS with 341,365 compounds. Task: Binary Classification. Given a drug SMILES string, predict its activity (active/inactive) in a high-throughput screening assay against a specified biological target. (1) The molecule is S(O)(=O)(=O)c1cc2c(c3[nH]c2N=c2[nH]c(=NC4=NC(=NC5=NC(=N3)c3c5ccc(S(O)(=O)=O)c3)c3c4ccc(S(O)(=O)=O)c3)c3c2ccc(S(O)(=O)=O)c3)cc1. The result is 1 (active). (2) The compound is o1c(c(COC)cc1C(O)=O)CC. The result is 1 (active). (3) The compound is O(Cc1nc2c([n+]([O-])c1C(OCC)=O)cccc2)C(=O)c1occc1. The result is 0 (inactive). (4) The molecule is O=C1N(C(=O)C2C1C(NC2c1occc1)(CC)C(OCC)=O)C. The result is 0 (inactive). (5) The drug is S(=O)(=O)(N)c1ccc(CCNC(=O)c2cc(NC(=O)C(CC)CC)ccc2)cc1. The result is 0 (inactive). (6) The molecule is s1c2n(cc(n2)CNC(=O)c2cc(OC)c(OC)cc2)cc1. The result is 0 (inactive).